This data is from NCI-60 drug combinations with 297,098 pairs across 59 cell lines. The task is: Regression. Given two drug SMILES strings and cell line genomic features, predict the synergy score measuring deviation from expected non-interaction effect. (1) Drug 1: CC(C1=C(C=CC(=C1Cl)F)Cl)OC2=C(N=CC(=C2)C3=CN(N=C3)C4CCNCC4)N. Drug 2: CN(CC1=CN=C2C(=N1)C(=NC(=N2)N)N)C3=CC=C(C=C3)C(=O)NC(CCC(=O)O)C(=O)O. Cell line: SF-295. Synergy scores: CSS=35.7, Synergy_ZIP=-6.24, Synergy_Bliss=-4.96, Synergy_Loewe=-6.94, Synergy_HSA=-2.46. (2) Drug 1: C1=CC(=CC=C1C#N)C(C2=CC=C(C=C2)C#N)N3C=NC=N3. Drug 2: C1=CN(C=N1)CC(O)(P(=O)(O)O)P(=O)(O)O. Cell line: SF-268. Synergy scores: CSS=2.42, Synergy_ZIP=0.0389, Synergy_Bliss=0.365, Synergy_Loewe=-0.349, Synergy_HSA=-1.21. (3) Drug 1: CC1OCC2C(O1)C(C(C(O2)OC3C4COC(=O)C4C(C5=CC6=C(C=C35)OCO6)C7=CC(=C(C(=C7)OC)O)OC)O)O. Drug 2: CN(C(=O)NC(C=O)C(C(C(CO)O)O)O)N=O. Cell line: BT-549. Synergy scores: CSS=32.9, Synergy_ZIP=2.81, Synergy_Bliss=2.18, Synergy_Loewe=-20.5, Synergy_HSA=3.17. (4) Drug 1: C1CN(P(=O)(OC1)NCCCl)CCCl. Drug 2: CC(C)CN1C=NC2=C1C3=CC=CC=C3N=C2N. Cell line: OVCAR-5. Synergy scores: CSS=-1.24, Synergy_ZIP=6.92, Synergy_Bliss=0.446, Synergy_Loewe=-0.476, Synergy_HSA=-2.21. (5) Drug 1: C1CN1P(=S)(N2CC2)N3CC3. Drug 2: CCC(=C(C1=CC=CC=C1)C2=CC=C(C=C2)OCCN(C)C)C3=CC=CC=C3.C(C(=O)O)C(CC(=O)O)(C(=O)O)O. Cell line: SK-MEL-5. Synergy scores: CSS=16.2, Synergy_ZIP=-5.11, Synergy_Bliss=0.381, Synergy_Loewe=-5.41, Synergy_HSA=-1.22. (6) Drug 1: C1=CC(=CC=C1CCC2=CNC3=C2C(=O)NC(=N3)N)C(=O)NC(CCC(=O)O)C(=O)O. Synergy scores: CSS=30.4, Synergy_ZIP=-4.75, Synergy_Bliss=-1.70, Synergy_Loewe=-20.8, Synergy_HSA=-1.28. Drug 2: C1=CC(=CC=C1C#N)C(C2=CC=C(C=C2)C#N)N3C=NC=N3. Cell line: SNB-19. (7) Cell line: 786-0. Synergy scores: CSS=46.5, Synergy_ZIP=0.0693, Synergy_Bliss=-2.75, Synergy_Loewe=-2.34, Synergy_HSA=-0.469. Drug 1: C1CN(P(=O)(OC1)NCCCl)CCCl. Drug 2: CC1C(C(CC(O1)OC2CC(CC3=C2C(=C4C(=C3O)C(=O)C5=CC=CC=C5C4=O)O)(C(=O)C)O)N)O.